This data is from Experimentally validated miRNA-target interactions with 360,000+ pairs, plus equal number of negative samples. The task is: Binary Classification. Given a miRNA mature sequence and a target amino acid sequence, predict their likelihood of interaction. (1) The miRNA is hsa-miR-193b-3p with sequence AACUGGCCCUCAAAGUCCCGCU. The protein sequence of the target gene is MDLPDSASRVFCGRILSMVNTDDVNAIILAQKNMLDRFEKTNEMLLNFNNLSSARLQQMSERFLHHTRTLVEMKRDLDSIFRRIRTLKGKLARQHPEAFSHIPEASFLEEEDEDPIPPSTTTTIATSEQSTGSCDTSPDTVSPSLSPGFEDLSHVQPGSPAINGRSQTDDEEMTGE. Result: 1 (interaction). (2) The miRNA is mmu-miR-449c-5p with sequence AGGCAGUGCAUUGCUAGCUGG. The protein sequence of the target gene is MRKRQQSQNEGTQAVSQAPGNQRPNNTCCFCWCCCCSCSCLTVRNEERGDSSGRSPHTTKMESIQVLEECQNPTADEVLSWSQNFDKMMKTPAGRNLFREFLRTEYSEENLLFWLACEDLKKEQNKKAVEEKARMIYEDYISILSPKEVSLDSRVREVINRSLLDPSPHMYEDAQLQIYTLMHRDSFPRFLNSQIYKAFVESTTSCTSES. Result: 1 (interaction). (3) The miRNA is mmu-miR-204-5p with sequence UUCCCUUUGUCAUCCUAUGCCU. The protein sequence of the target gene is MADPESPWSQIGRKIKLEGLSDVASISTKLQNTLIQYHSIKEDEWRVAKKVKDVTVWRKPSEEFNGYLYKAQGVMDDVVNNVIDHIRPGPWRLDWDRLMTSLDVLEHFEENCCVMRYTTAGQLLNIISPREFVDFSYTVGYEEGLLSCGVSVEWSETRPEFVRGYNHPCGWFCVPLKDSPSQSLLTGYIQTDLRGMIPQSAVDTAMASTLANFYSDLRKGLRKA. Result: 0 (no interaction). (4) Result: 1 (interaction). The miRNA is mmu-miR-339-5p with sequence UCCCUGUCCUCCAGGAGCUCACG. The protein sequence of the target gene is MVKAGELVEQQKAAMEEEANAEAAEDQEEPEDTACSSSSKKKKKVVPGIVYLGHVPPRFRPLHVRNLLSAYGEVGRVFFQAEDHFVKRKKKAAAAAGGKKGAKYSKDYTEGWVEFRDKRVAKRVAASLHNTPMGARKRSPFRYDLWNLKYLHRFTWSHLSEHLAFERQVRRQRLRAEVAQAKRETDFYLRNVEQGQHFLAADGDATRPNSSWTFTQRPTEQEFRARKAARPGGRERARLANVEDQARSNRGLLAKIFGAPLPAESKEKP. (5) The protein sequence of the target gene is MPEPGPRMNGFSLGELCWLFCCPPCPSRIAAKLAFLPPEPTYTVLAPEQRGAGASAPAPAQATAAAAAAQPAPQQPEEGAGAGPGACSLHLSERADWQYSQRELDAVEVFFSRTARDNRLGCMFVRCAPSSRYTLLFSHGNAVDLGQMCSFYIGLGSRINCNIFSYDYSGYGVSSGKPSEKNLYADIDAAWQALRTRYGVSPENIILYGQSIGTVPTVDLASRYECAAVILHSPLMSGLRVAFPDTRKTYCFDAFPSIDKISKVTSPVLVIHGTEDEVIDFSHGLAMYERCPRAVEPLWV.... The miRNA is hsa-miR-128-3p with sequence UCACAGUGAACCGGUCUCUUU. Result: 1 (interaction). (6) The miRNA is mmu-miR-1251-5p with sequence ACUCUAGCUGCCAAAGGCGCU. The protein sequence of the target gene is MLTRNSLYLLLWILFDGGLLTPLQPQPQQTLATEPKENVIHLSGRRSHFQRVKRGWVWNQFFVLEEYMGSEPQYVGKLHSDLDKGEGTVKYTLSGDGAGTVFTIDETTGDIHAIRSLDREEKPFYTLRAQAVDIETRKPLEPESEFIIKVQDINDNEPKFLDGPYVASVPEMSPVGAYVLQVKATDADDPTYGNSARVVYSILQGQPYFSIDPKTGVIRTALPNMDREVKEQYQVLIQAKDMGGQLGGLAGTTVVNITLTDVNDNPPRFPKSIFHLKVPESSPVGSAIGRIRAVDPDFGK.... Result: 0 (no interaction).